Dataset: Reaction yield outcomes from USPTO patents with 853,638 reactions. Task: Predict the reaction yield, written as a fraction of the theoretical maximum amount of product (1.0 means a 100% yield; for example, 0.34 means a 34% yield). The reactants are [H-].[Na+].[CH3:3][S:4]([C:7]1[CH:12]=[CH:11][C:10]([OH:13])=[CH:9][CH:8]=1)(=[O:6])=[O:5].[Cl:14][C:15]1[CH:31]=[C:30]([Cl:32])[CH:29]=[CH:28][C:16]=1[CH2:17][NH:18][C:19](=[O:27])[C:20]1[CH:25]=[CH:24][N:23]=[C:22](F)[CH:21]=1. The catalyst is CN(C)C(=O)C. The product is [Cl:14][C:15]1[CH:31]=[C:30]([Cl:32])[CH:29]=[CH:28][C:16]=1[CH2:17][NH:18][C:19](=[O:27])[C:20]1[CH:21]=[CH:22][N:23]=[C:24]([O:13][C:10]2[CH:11]=[CH:12][C:7]([S:4]([CH3:3])(=[O:5])=[O:6])=[CH:8][CH:9]=2)[CH:25]=1. The yield is 0.0880.